This data is from Full USPTO retrosynthesis dataset with 1.9M reactions from patents (1976-2016). The task is: Predict the reactants needed to synthesize the given product. (1) The reactants are: [N:1]1([C:7]2[CH:12]=[CH:11][C:10]([CH:13]([NH2:15])[CH3:14])=[CH:9][CH:8]=2)[CH2:6][CH2:5][O:4][CH2:3][CH2:2]1.[CH3:16][O:17][C:18]([C:20]1[S:21][C:22]([C:25](O)=[O:26])=[CH:23][CH:24]=1)=[O:19]. Given the product [CH3:16][O:17][C:18]([C:20]1[S:21][C:22]([C:25](=[O:26])[NH:15][CH:13]([C:10]2[CH:9]=[CH:8][C:7]([N:1]3[CH2:6][CH2:5][O:4][CH2:3][CH2:2]3)=[CH:12][CH:11]=2)[CH3:14])=[CH:23][CH:24]=1)=[O:19], predict the reactants needed to synthesize it. (2) Given the product [F:1][C:2]1[CH:7]=[C:6]([F:8])[CH:5]=[CH:4][C:3]=1[N:9]1[C:18]2[C:13](=[CH:14][CH:15]=[C:16]([C:19]3[C:20]([CH3:25])=[N:21][O:22][C:23]=3[CH3:24])[CH:17]=2)[C:12](=[O:26])[CH:11]=[C:10]1[CH:27]=[O:29], predict the reactants needed to synthesize it. The reactants are: [F:1][C:2]1[CH:7]=[C:6]([F:8])[CH:5]=[CH:4][C:3]=1[N:9]1[C:18]2[C:13](=[CH:14][CH:15]=[C:16]([C:19]3[C:20]([CH3:25])=[N:21][O:22][C:23]=3[CH3:24])[CH:17]=2)[C:12](=[O:26])[CH:11]=[C:10]1[CH3:27].[Se](=O)=[O:29].C(OCC)(=O)C.C(=O)(O)[O-].[Na+]. (3) The reactants are: [CH3:1][C:2]1[N:7]=[CH:6][C:5]([NH2:8])=[C:4]([NH:9][C:10]2[CH:15]=[N:14][CH:13]=[CH:12][N:11]=2)[CH:3]=1.C(O)(=O)C.[N:20](OC(C)(C)C)=O. Given the product [CH3:1][C:2]1[N:7]=[CH:6][C:5]2[N:8]=[N:20][N:9]([C:10]3[CH:15]=[N:14][CH:13]=[CH:12][N:11]=3)[C:4]=2[CH:3]=1, predict the reactants needed to synthesize it. (4) Given the product [O:45]1[C:41]2[CH:40]=[CH:39][C:38]([C:2]3[CH:3]=[CH:4][C:5]([C:8]4[N:9]([CH2:19][C@@H:20]5[CH2:24][CH2:23][N:22]([C:25]([CH:27]6[CH2:29][CH2:28]6)=[O:26])[CH2:21]5)[C:10](=[O:18])[C:11]5[N:16]=[C:15]([CH3:17])[O:14][C:12]=5[N:13]=4)=[CH:6][CH:7]=3)=[CH:46][C:42]=2[CH:43]=[CH:44]1, predict the reactants needed to synthesize it. The reactants are: Br[C:2]1[CH:7]=[CH:6][C:5]([C:8]2[N:9]([CH2:19][C@@H:20]3[CH2:24][CH2:23][N:22]([C:25]([CH:27]4[CH2:29][CH2:28]4)=[O:26])[CH2:21]3)[C:10](=[O:18])[C:11]3[N:16]=[C:15]([CH3:17])[O:14][C:12]=3[N:13]=2)=[CH:4][CH:3]=1.CC1(C)C(C)(C)OB([C:38]2[CH:39]=[CH:40][C:41]3[O:45][CH:44]=[CH:43][C:42]=3[CH:46]=2)O1.C([O-])([O-])=O.[Cs+].[Cs+].O1CCOCC1. (5) The reactants are: [CH2:1]([N:3]([CH2:6][C:7]1[CH:15]=[CH:14][C:10]([C:11](Cl)=[O:12])=[CH:9][CH:8]=1)[CH2:4][CH3:5])[CH3:2].[NH2:16][C:17]1[C:25]2[C:20](=C[N:22]=[C:23]([C:26]3[CH:31]=[CH:30][CH:29]=[C:28]([F:32])[C:27]=3[F:33])[CH:24]=2)[NH:19][N:18]=1.[N:34]1C=CC=CC=1. Given the product [CH2:1]([N:3]([CH2:6][C:7]1[CH:15]=[CH:14][C:10]([C:11]([NH:34][C:20]2[C:25]3[C:17](=[N:16][N:22]=[C:23]([C:26]4[CH:31]=[CH:30][CH:29]=[C:28]([F:32])[C:27]=4[F:33])[CH:24]=3)[NH:18][N:19]=2)=[O:12])=[CH:9][CH:8]=1)[CH2:4][CH3:5])[CH3:2], predict the reactants needed to synthesize it. (6) Given the product [C:12]([O:15][C:5]1[C:6]([O:26][C:23](=[O:25])[CH3:24])=[C:7]([I:17])[CH:8]=[CH:9][C:4]=1[O:3][CH:2]([F:11])[F:1])(=[O:14])[CH3:13], predict the reactants needed to synthesize it. The reactants are: [F:1][CH:2]([F:11])[O:3][C:4]1[CH:9]=[CH:8][C:7](O)=[CH:6][CH:5]=1.[C:12]([O-:15])(=[O:14])[CH3:13].[Na+].[I:17]([O-])(=O)(=O)=O.[Na+].[C:23]([O:26]C(=O)C)(=[O:25])[CH3:24]. (7) The reactants are: [C:1]([O:5][C:6]([N:8]1[CH2:13][CH2:12][CH:11]([O:14][C:15]2[CH:20]=[CH:19][C:18]([N+:21]([O-])=O)=[C:17]([CH3:24])[N:16]=2)[CH2:10][CH2:9]1)=[O:7])([CH3:4])([CH3:3])[CH3:2]. Given the product [C:1]([O:5][C:6]([N:8]1[CH2:9][CH2:10][CH:11]([O:14][C:15]2[CH:20]=[CH:19][C:18]([NH2:21])=[C:17]([CH3:24])[N:16]=2)[CH2:12][CH2:13]1)=[O:7])([CH3:4])([CH3:3])[CH3:2], predict the reactants needed to synthesize it. (8) Given the product [O:5]1[C:10]2[CH:11]=[CH:12][C:13]([CH2:15][N:16]([CH:24]3[CH2:29][CH2:28][N:27]([CH2:30][CH2:31][N:32]4[C:41]5[C:36](=[C:37]([NH:42][C:47]([NH:46][CH2:44][CH3:45])=[O:48])[CH:38]=[CH:39][CH:40]=5)[CH:35]=[CH:34][C:33]4=[O:43])[CH2:26][CH2:25]3)[C:17](=[O:23])[O:18][C:19]([CH3:22])([CH3:21])[CH3:20])=[CH:14][C:9]=2[O:8][CH2:7][CH2:6]1, predict the reactants needed to synthesize it. The reactants are: C(Cl)(Cl)Cl.[O:5]1[C:10]2[CH:11]=[CH:12][C:13]([CH2:15][N:16]([CH:24]3[CH2:29][CH2:28][N:27]([CH2:30][CH2:31][N:32]4[C:41]5[C:36](=[C:37]([NH2:42])[CH:38]=[CH:39][CH:40]=5)[CH:35]=[CH:34][C:33]4=[O:43])[CH2:26][CH2:25]3)[C:17](=[O:23])[O:18][C:19]([CH3:22])([CH3:21])[CH3:20])=[CH:14][C:9]=2[O:8][CH2:7][CH2:6]1.[CH2:44]([N:46]=[C:47]=[O:48])[CH3:45].